This data is from Reaction yield outcomes from USPTO patents with 853,638 reactions. The task is: Predict the reaction yield, written as a fraction of the theoretical maximum amount of product (1.0 means a 100% yield; for example, 0.34 means a 34% yield). (1) The reactants are [Cl:1][C:2]1[CH:10]=[C:6]([C:7]([OH:9])=O)[C:5]([OH:11])=[CH:4][CH:3]=1.[NH2:12][C:13]1[CH:14]=[C:15]([C:28]([F:31])([F:30])[F:29])[CH:16]=[CH:17][C:18]=1[O:19][C:20]1[CH:25]=[CH:24][C:23]([O:26][CH3:27])=[CH:22][CH:21]=1. No catalyst specified. The product is [Cl:1][C:2]1[CH:3]=[CH:4][C:5]([OH:11])=[C:6]([CH:10]=1)[C:7]([NH:12][C:13]1[CH:14]=[C:15]([C:28]([F:31])([F:30])[F:29])[CH:16]=[CH:17][C:18]=1[O:19][C:20]1[CH:25]=[CH:24][C:23]([O:26][CH3:27])=[CH:22][CH:21]=1)=[O:9]. The yield is 0.881. (2) The reactants are C(OC([N:8]1[C:12]2[CH:13]=[CH:14][CH:15]=[CH:16][C:11]=2[N:10]=[C:9]1[CH2:17][NH:18][CH:19]1[C:28]2[N:27]=[CH:26][CH:25]=[CH:24][C:23]=2[CH2:22][CH2:21][CH2:20]1)=O)(C)(C)C.C(N(CC)C(C)C)(C)C.Br[CH2:39][CH2:40][CH2:41][C:42]#[N:43]. The catalyst is CC#N. The product is [NH:10]1[C:11]2[CH:16]=[CH:15][CH:14]=[CH:13][C:12]=2[N:8]=[C:9]1[CH2:17][N:18]([CH:19]1[C:28]2[N:27]=[CH:26][CH:25]=[CH:24][C:23]=2[CH2:22][CH2:21][CH2:20]1)[CH2:39][CH2:40][CH2:41][CH2:42][NH2:43]. The yield is 0.540. (3) The reactants are [Cl-].[CH3:2][O:3][CH:4]=C1C=CC=CC1[PH+](C1C=CC=CC=1)C1C=CC=CC=1.CC(C)([O-])C.[K+].[F:30][C:31]1[CH:40]=[CH:39][C:38]2[CH:41]=[CH:42][C:43](=[O:44])[N:36]3[C:37]=2[C:32]=1[C:33](=O)[CH2:34][CH2:35]3.O. The catalyst is O1CCOCC1. The product is [F:30][C:31]1[CH:40]=[CH:39][C:38]2[CH:41]=[CH:42][C:43](=[O:44])[N:36]3[C:37]=2[C:32]=1[C:33](=[CH:2][O:3][CH3:4])[CH2:34][CH2:35]3. The yield is 0.330. (4) The reactants are [Br:1][C:2]1[CH:3]=[C:4]([C:7](=[O:12])[C:8]([Cl:11])([Cl:10])[Cl:9])[NH:5][CH:6]=1.Cl[C:14](Cl)(Cl)C(C1N(C)C=CC=1)=O. No catalyst specified. The product is [Br:1][C:2]1[CH:3]=[C:4]([C:7](=[O:12])[C:8]([Cl:9])([Cl:10])[Cl:11])[N:5]([CH3:14])[CH:6]=1. The yield is 0.810.